Task: Binary Classification. Given a drug SMILES string, predict its activity (active/inactive) in a high-throughput screening assay against a specified biological target.. Dataset: HIV replication inhibition screening data with 41,000+ compounds from the AIDS Antiviral Screen (1) The drug is COP(=O)([O-])OC.C[NH+]1C(=N)C=CN(C2CCC(CO)O2)C1=O. The result is 1 (active). (2) The drug is COc1cc(Br)cc2nc(-c3cccs3)oc12. The result is 0 (inactive). (3) The drug is COC(=O)NC1CC2CCC1(O[Si](C(C)C)(C(C)C)C(C)C)C(=O)C2. The result is 0 (inactive). (4) The molecule is O=C1NC2c3c(I)sc(I)c3C(=NO)C2O1. The result is 0 (inactive). (5) The drug is Cc1nc(C)c(C(=O)NNC(N)=S)cc1C(=O)NNC(N)=S. The result is 0 (inactive). (6) The molecule is Nc1nc(O)c2c(ncn2CCO)n1. The result is 0 (inactive). (7) The compound is O=C(NCCNCCCNC(=O)c1cc(-c2ccccc2)nc2ccccc12)c1cccc(OCc2ccccc2)c1OCc1ccccc1. The result is 0 (inactive). (8) The molecule is Br.CN1C(C)(C)CC(=O)C(Br)C1(C)C. The result is 0 (inactive).